Task: Predict the product of the given reaction.. Dataset: Forward reaction prediction with 1.9M reactions from USPTO patents (1976-2016) (1) Given the reactants C(OC(=O)[NH:7][C:8]1([C:12]2[CH:17]=[CH:16][C:15]([C:18]3[C:27]([C:28]4[CH:33]=[CH:32][CH:31]=[CH:30][CH:29]=4)=[CH:26][C:25]4[C:24]5=[N:34][N:35]=[C:36]([C:37]6[N:42]=[CH:41][CH:40]=[CH:39][N:38]=6)[N:23]5[CH:22]=[CH:21][C:20]=4[N:19]=3)=[CH:14][CH:13]=2)[CH2:11][CH2:10][CH2:9]1)(C)(C)C.[ClH:44].CCOC(C)=O, predict the reaction product. The product is: [ClH:44].[C:28]1([C:27]2[C:18]([C:15]3[CH:14]=[CH:13][C:12]([C:8]4([NH2:7])[CH2:11][CH2:10][CH2:9]4)=[CH:17][CH:16]=3)=[N:19][C:20]3[CH:21]=[CH:22][N:23]4[C:36]([C:37]5[N:38]=[CH:39][CH:40]=[CH:41][N:42]=5)=[N:35][N:34]=[C:24]4[C:25]=3[CH:26]=2)[CH:29]=[CH:30][CH:31]=[CH:32][CH:33]=1. (2) Given the reactants [NH2:1][C:2]1[O:3][CH:4]=[CH:5][N:6]=1.[Li]CCCC.CS(O[CH2:17][C@@H:18]1[O:22][C:21](=[O:23])[N:20]([C:24]2[CH:29]=[CH:28][C:27]([C:30]3[CH2:31][CH2:32][O:33][CH2:34][CH:35]=3)=[C:26]([F:36])[CH:25]=2)[CH2:19]1)(=O)=O, predict the reaction product. The product is: [O:3]1[CH:4]=[CH:5][N:6]=[C:2]1[NH:1][CH2:17][C@@H:18]1[O:22][C:21](=[O:23])[N:20]([C:24]2[CH:29]=[CH:28][C:27]([C:30]3[CH2:31][CH2:32][O:33][CH2:34][CH:35]=3)=[C:26]([F:36])[CH:25]=2)[CH2:19]1. (3) Given the reactants [Cl:1][C:2]1[CH:3]=[CH:4][C:5]2[N:11]3[CH:12]=[CH:13][CH:14]=[C:10]3[C@@H:9]([CH2:15][C:16]([N:18]3[CH2:23][CH:22]=[C:21]([CH2:24][C:25]([O:27]CC)=[O:26])[CH2:20][CH2:19]3)=[O:17])[O:8][C@H:7]([C:30]3[CH:35]=[CH:34][CH:33]=[C:32]([O:36][CH3:37])[C:31]=3[O:38][CH3:39])[C:6]=2[CH:40]=1.C(=O)([O-])[O-].[K+].[K+].Cl.C(OCC)(=O)C, predict the reaction product. The product is: [Cl:1][C:2]1[CH:3]=[CH:4][C:5]2[N:11]3[CH:12]=[CH:13][CH:14]=[C:10]3[C@@H:9]([CH2:15][C:16]([N:18]3[CH2:19][CH:20]=[C:21]([CH2:24][C:25]([OH:27])=[O:26])[CH2:22][CH2:23]3)=[O:17])[O:8][C@H:7]([C:30]3[CH:35]=[CH:34][CH:33]=[C:32]([O:36][CH3:37])[C:31]=3[O:38][CH3:39])[C:6]=2[CH:40]=1. (4) Given the reactants [CH2:1]([N:5]([S:15]([C:18]1[CH:23]=[CH:22][C:21]([CH3:24])=[CH:20][CH:19]=1)(=[O:17])=[O:16])[C@H:6]([C:12]([OH:14])=[O:13])[CH2:7][CH2:8][CH2:9][CH2:10][NH2:11])[CH:2]([CH3:4])[CH3:3].[CH3:25][O:26][C:27]1[C:37]([O:38][CH3:39])=[CH:36][CH:35]=[CH:34][C:28]=1[CH:29]=[CH:30][C:31](O)=[O:32], predict the reaction product. The product is: [CH2:1]([N:5]([S:15]([C:18]1[CH:23]=[CH:22][C:21]([CH3:24])=[CH:20][CH:19]=1)(=[O:17])=[O:16])[C@H:6]([C:12]([OH:14])=[O:13])[CH2:7][CH2:8][CH2:9][CH2:10][NH:11][C:31](=[O:32])[CH:30]=[CH:29][C:28]1[CH:34]=[CH:35][CH:36]=[C:37]([O:38][CH3:39])[C:27]=1[O:26][CH3:25])[CH:2]([CH3:3])[CH3:4]. (5) Given the reactants [CH2:1]([O:3][C:4](=[O:25])[C:5]1[CH:10]=[C:9]([F:11])[C:8](SCC)=[N:7][C:6]=1[NH:15][CH2:16][C:17]1[CH:22]=[CH:21][C:20]([O:23][CH3:24])=[CH:19][CH:18]=1)[CH3:2], predict the reaction product. The product is: [CH2:1]([O:3][C:4](=[O:25])[C:5]1[CH:10]=[C:9]([F:11])[CH:8]=[N:7][C:6]=1[NH:15][CH2:16][C:17]1[CH:22]=[CH:21][C:20]([O:23][CH3:24])=[CH:19][CH:18]=1)[CH3:2]. (6) Given the reactants I[CH2:2][CH2:3][C:4]1[CH:9]=[CH:8][C:7]([CH2:10][O:11][C:12]2[CH:17]=[CH:16][CH:15]=[CH:14][CH:13]=2)=[CH:6][CH:5]=1.[CH3:18][S:19]([CH:22]([CH3:28])[C:23]([O:25][CH2:26][CH3:27])=[O:24])(=[O:21])=[O:20], predict the reaction product. The product is: [CH3:28][C:22]([S:19]([CH3:18])(=[O:20])=[O:21])([CH2:2][CH2:3][C:4]1[CH:9]=[CH:8][C:7]([CH2:10][O:11][C:12]2[CH:17]=[CH:16][CH:15]=[CH:14][CH:13]=2)=[CH:6][CH:5]=1)[C:23]([O:25][CH2:26][CH3:27])=[O:24]. (7) Given the reactants [C:1]([C:3]1[CH:4]=[C:5]([C:13]2[S:14][C:15]([C:18]3[C:19]([O:33][CH3:34])=[C:20]([CH2:25][CH2:26][CH2:27][C:28]([O:30]CC)=[O:29])[CH:21]=[C:22]([F:24])[CH:23]=3)=[CH:16][N:17]=2)[CH:6]=[CH:7][C:8]=1[O:9][CH:10]([CH3:12])[CH3:11])#[N:2].[OH-].[Na+], predict the reaction product. The product is: [C:1]([C:3]1[CH:4]=[C:5]([C:13]2[S:14][C:15]([C:18]3[C:19]([O:33][CH3:34])=[C:20]([CH2:25][CH2:26][CH2:27][C:28]([OH:30])=[O:29])[CH:21]=[C:22]([F:24])[CH:23]=3)=[CH:16][N:17]=2)[CH:6]=[CH:7][C:8]=1[O:9][CH:10]([CH3:12])[CH3:11])#[N:2].